From a dataset of Catalyst prediction with 721,799 reactions and 888 catalyst types from USPTO. Predict which catalyst facilitates the given reaction. (1) Product: [NH2:11][C:12]1[C:13]([C:23]([NH:25][NH:26][C:8](=[O:10])[CH2:7][C:1]2[CH:2]=[CH:3][CH:4]=[CH:5][CH:6]=2)=[O:24])=[N:14][C:15]([Br:22])=[C:16]([C:18]([F:20])([F:21])[F:19])[N:17]=1. Reactant: [C:1]1([CH2:7][C:8]([OH:10])=O)[CH:6]=[CH:5][CH:4]=[CH:3][CH:2]=1.[NH2:11][C:12]1[C:13]([C:23]([NH:25][NH2:26])=[O:24])=[N:14][C:15]([Br:22])=[C:16]([C:18]([F:21])([F:20])[F:19])[N:17]=1.CCN(C(C)C)C(C)C.CN(C(ON1N=NC2C=CC=NC1=2)=[N+](C)C)C.F[P-](F)(F)(F)(F)F. The catalyst class is: 296. (2) Reactant: [CH3:1][S:2][CH:3]([C:5]1[CH:6]=[N:7][C:8]([C:11]([F:14])([F:13])[F:12])=[CH:9][CH:10]=1)[CH3:4].[N:15]#[C:16][NH2:17].[O-]Cl.[Na+].S(S([O-])=O)([O-])(=O)=O.[Na+].[Na+].C(#N)C.[SH2]=N. Product: [F:12][C:11]([F:14])([F:13])[C:8]1[N:7]=[CH:6][C:5]([CH:3]([S:2]([CH3:1])=[N:17][C:16]#[N:15])[CH3:4])=[CH:10][CH:9]=1. The catalyst class is: 47. (3) Reactant: [CH2:1]([N:3]([CH2:14][CH3:15])[C:4]1[CH:5]=[CH:6][C:7]([N+:11]([O-:13])=[O:12])=[C:8]([OH:10])[CH:9]=1)[CH3:2].CO.[C:18]1(P(C2C=CC=CC=2)C2C=CC=CC=2)C=CC=CC=1.CCOC(/N=N/C(OCC)=O)=O. Product: [CH2:14]([N:3]([CH2:1][CH3:2])[C:4]1[CH:5]=[CH:6][C:7]([N+:11]([O-:13])=[O:12])=[C:8]([O:10][CH3:18])[CH:9]=1)[CH3:15]. The catalyst class is: 1. (4) Reactant: [N:1]1[CH:6]=[CH:5][CH:4]=[CH:3][C:2]=1[C:7]1[O:11][C:10]([C:12]([O:14]CC)=[O:13])=[CH:9][CH:8]=1.[OH-].[Na+]. Product: [N:1]1[CH:6]=[CH:5][CH:4]=[CH:3][C:2]=1[C:7]1[O:11][C:10]([C:12]([OH:14])=[O:13])=[CH:9][CH:8]=1. The catalyst class is: 88. (5) Reactant: C(#N)C.[Cl:4][C:5]1[CH:6]=[C:7]([CH:10]=[CH:11][C:12]=1[OH:13])[CH:8]=[O:9].[Cl:14][C:15]1[CH:22]=[CH:21][C:18]([CH2:19]Br)=[CH:17][CH:16]=1.C(=O)([O-])[O-].[K+].[K+]. Product: [Cl:4][C:5]1[CH:6]=[C:7]([CH:10]=[CH:11][C:12]=1[O:13][CH2:19][C:18]1[CH:21]=[CH:22][C:15]([Cl:14])=[CH:16][CH:17]=1)[CH:8]=[O:9]. The catalyst class is: 6. (6) Reactant: C(OC(=O)[NH:7][C@@H:8]([CH2:18][C:19]1[C:27]2[C:22](=[CH:23][CH:24]=[C:25]([O:28][C:29]3[CH:34]=[CH:33][C:32]([NH2:35])=[CH:31][CH:30]=3)[CH:26]=2)[NH:21][CH:20]=1)[C:9]([N:11]1[CH2:15][CH2:14][CH2:13][C@H:12]1[C:16]#[N:17])=[O:10])(C)(C)C.FC(F)(F)C(O)=O. Product: [NH2:7][CH:8]([CH2:18][C:19]1[C:27]2[C:22](=[CH:23][CH:24]=[C:25]([O:28][C:29]3[CH:34]=[CH:33][C:32]([NH2:35])=[CH:31][CH:30]=3)[CH:26]=2)[NH:21][CH:20]=1)[C:9]([N:11]1[CH2:15][CH2:14][CH2:13][CH:12]1[C:16]#[N:17])=[O:10]. The catalyst class is: 4. (7) Reactant: C(N(CC)CC)C.[CH:8]1[C:13](N=C=S)=[CH:12][C:11]2[C:17]([O:19][C:20]3([C:30]4[CH:31]=[CH:32][C:33]([OH:35])=[CH:34][C:29]=4[O:28][C:22]4[CH:23]=[C:24]([OH:27])[CH:25]=[CH:26][C:21]3=4)[C:10]=2[CH:9]=1)=[O:18]. Product: [CH:8]1[CH:13]=[CH:12][C:11]([C:17]([OH:19])=[O:18])=[C:10]([C:20]2[C:21]3[CH:26]=[CH:25][C:24]([OH:27])=[CH:23][C:22]=3[O:28][C:29]3[C:30]=2[CH:31]=[CH:32][C:33]([CH:34]=3)=[O:35])[CH:9]=1. The catalyst class is: 3. (8) Reactant: [NH2:1][C:2]1[CH:3]=[CH:4][C:5]([O:17][CH2:18][CH2:19][O:20][CH3:21])=[C:6]([N:8]([CH3:16])[C:9](=[O:15])[O:10][C:11]([CH3:14])([CH3:13])[CH3:12])[CH:7]=1.[CH2:22]([N:29]([CH2:40][C:41]1[CH:46]=[CH:45][CH:44]=[CH:43][CH:42]=1)[C:30]1[C:35]([N+:36]([O-:38])=[O:37])=[C:34](Cl)[N:33]=[CH:32][N:31]=1)[C:23]1[CH:28]=[CH:27][CH:26]=[CH:25][CH:24]=1.O. Product: [CH2:40]([N:29]([CH2:22][C:23]1[CH:28]=[CH:27][CH:26]=[CH:25][CH:24]=1)[C:30]1[N:31]=[CH:32][N:33]=[C:34]([NH:1][C:2]2[CH:3]=[CH:4][C:5]([O:17][CH2:18][CH2:19][O:20][CH3:21])=[C:6]([N:8]([CH3:16])[C:9](=[O:15])[O:10][C:11]([CH3:14])([CH3:13])[CH3:12])[CH:7]=2)[C:35]=1[N+:36]([O-:38])=[O:37])[C:41]1[CH:42]=[CH:43][CH:44]=[CH:45][CH:46]=1. The catalyst class is: 12. (9) Product: [Cl:1][C:2]1[N:3]([C@@H:15]2[O:21][C@H:20]([CH2:22][OH:23])[C@@H:18]([OH:19])[C@H:16]2[OH:17])[C:4]2[C:9]([C:10]=1[C:11](=[NH:12])[O:25][CH3:24])=[CH:8][C:7]([Cl:13])=[C:6]([Cl:14])[CH:5]=2. Reactant: [Cl:1][C:2]1[N:3]([C@@H:15]2[O:21][C@H:20]([CH2:22][OH:23])[C@@H:18]([OH:19])[C@H:16]2[OH:17])[C:4]2[C:9]([C:10]=1[C:11]#[N:12])=[CH:8][C:7]([Cl:13])=[C:6]([Cl:14])[CH:5]=2.[CH3:24][OH:25].O. The catalyst class is: 475. (10) Reactant: [NH2:1][C:2]1[C:6]([Br:7])=[C:5]([CH3:8])[O:4][N:3]=1.[C:9]1([S:15](Cl)(=[O:17])=[O:16])[CH:14]=[CH:13][CH:12]=[CH:11][CH:10]=1. Product: [C:9]1([S:15]([N:1]([C:2]2[C:6]([Br:7])=[C:5]([CH3:8])[O:4][N:3]=2)[S:15]([C:9]2[CH:14]=[CH:13][CH:12]=[CH:11][CH:10]=2)(=[O:17])=[O:16])(=[O:17])=[O:16])[CH:14]=[CH:13][CH:12]=[CH:11][CH:10]=1. The catalyst class is: 529.